From a dataset of Reaction yield outcomes from USPTO patents with 853,638 reactions. Predict the reaction yield, written as a fraction of the theoretical maximum amount of product (1.0 means a 100% yield; for example, 0.34 means a 34% yield). (1) The reactants are Cl[C:2]1[N:7]=[C:6]([N:8]2[CH2:13][CH2:12][O:11][CH2:10][CH2:9]2)[N:5]=[C:4]([N:14]2[CH2:19][CH2:18][O:17][CH2:16][CH2:15]2)[N:3]=1.[CH3:20][NH:21][C:22]([NH:24][C:25]1[CH:30]=[CH:29][C:28](B2OC(C)(C)C(C)(C)O2)=[CH:27][CH:26]=1)=[O:23]. The yield is 0.110. No catalyst specified. The product is [N:14]1([C:4]2[N:5]=[C:6]([N:8]3[CH2:13][CH2:12][O:11][CH2:10][CH2:9]3)[N:7]=[C:2]([C:28]3[CH:27]=[CH:26][C:25]([NH:24][C:22]([NH:21][CH3:20])=[O:23])=[CH:30][CH:29]=3)[N:3]=2)[CH2:19][CH2:18][O:17][CH2:16][CH2:15]1. (2) The reactants are [N:1]1[C:6]2[CH2:7][CH2:8][NH:9][CH2:10][C:5]=2[C:4](=[O:11])[NH:3][CH:2]=1.Cl[C:13]1[CH:18]=[CH:17][C:16]([CH3:19])=[CH:15][N:14]=1.O1CCOCC1.CN(C)C(=O)C. The catalyst is C(Cl)(Cl)Cl.CC(O)C. The product is [CH3:19][C:16]1[CH:17]=[CH:18][C:13]([N:9]2[CH2:8][CH2:7][C:6]3[N:1]=[CH:2][NH:3][C:4](=[O:11])[C:5]=3[CH2:10]2)=[N:14][CH:15]=1. The yield is 0.479. (3) The reactants are [CH2:1]([S:8][C:9]1[N:14]2[N:15]=[CH:16][CH:17]=[C:13]2[N:12]=[C:11]([NH:18][C:19]2[CH:24]=[CH:23][CH:22]=[C:21]([Cl:25])[CH:20]=2)[CH:10]=1)[C:2]1[CH:7]=[CH:6][CH:5]=[CH:4][CH:3]=1.O=P(Cl)(Cl)Cl.CN([CH:34]=[O:35])C. No catalyst specified. The product is [CH2:1]([S:8][C:9]1[N:14]2[N:15]=[CH:16][C:17]([CH:34]=[O:35])=[C:13]2[N:12]=[C:11]([NH:18][C:19]2[CH:24]=[CH:23][CH:22]=[C:21]([Cl:25])[CH:20]=2)[CH:10]=1)[C:2]1[CH:7]=[CH:6][CH:5]=[CH:4][CH:3]=1. The yield is 0.830. (4) The reactants are [F:1][C:2]1[CH:3]=[C:4]2[C:9](=[CH:10][CH:11]=1)[N:8]=[C:7]([O:12][CH3:13])[C:6]([NH:14][C:15](=[O:19])OCC)=[N:5]2.[C:20]([C:23]1[CH:28]=[CH:27][C:26]([N:29]2[CH2:34][CH2:33][NH:32][CH2:31][CH2:30]2)=[CH:25][CH:24]=1)(=[O:22])[CH3:21]. No catalyst specified. The product is [F:1][C:2]1[CH:3]=[C:4]2[C:9](=[CH:10][CH:11]=1)[N:8]=[C:7]([O:12][CH3:13])[C:6]([NH:14][C:15]([N:32]1[CH2:31][CH2:30][N:29]([C:26]3[CH:25]=[CH:24][C:23]([C:20](=[O:22])[CH3:21])=[CH:28][CH:27]=3)[CH2:34][CH2:33]1)=[O:19])=[N:5]2. The yield is 0.900. (5) The reactants are [H-].[Al+3].[Li+].[H-].[H-].[H-].[N:7]([C@H:10]([C:32]1[CH:37]=[CH:36][CH:35]=[CH:34][CH:33]=1)[C@@H:11]([C:22]1[CH:31]=[CH:30][C:29]2[C:24](=[CH:25][CH:26]=[CH:27][CH:28]=2)[CH:23]=1)[CH2:12][N:13]([CH3:21])[C:14](=O)OC(C)(C)C)=[N+]=[N-]. The catalyst is C1COCC1. The product is [CH3:21][N:13]([CH3:14])[CH2:12][C@H:11]([C:22]1[CH:31]=[CH:30][C:29]2[C:24](=[CH:25][CH:26]=[CH:27][CH:28]=2)[CH:23]=1)[C@@H:10]([C:32]1[CH:33]=[CH:34][CH:35]=[CH:36][CH:37]=1)[NH2:7]. The yield is 0.830. (6) The reactants are [C:1]([C:3]1[CH:4]=[CH:5][C:6]([O:18][C:19]2[CH:24]=[C:23]([Cl:25])[CH:22]=[C:21]([Cl:26])[CH:20]=2)=[C:7]([S:9]([NH:12][CH2:13][CH2:14][N:15]([CH3:17])[CH3:16])(=[O:11])=[O:10])[CH:8]=1)#[N:2].Br[CH2:28][CH2:29][N:30]1[C:34](=[O:35])[CH2:33][CH2:32][C:31]1=[O:36].[H-].[Na+]. The catalyst is CN(C=O)C. The product is [C:1]([C:3]1[CH:4]=[CH:5][C:6]([O:18][C:19]2[CH:20]=[C:21]([Cl:26])[CH:22]=[C:23]([Cl:25])[CH:24]=2)=[C:7]([S:9]([N:12]([CH2:13][CH2:14][N:15]([CH3:17])[CH3:16])[CH2:28][CH2:29][N:30]2[C:34](=[O:35])[CH2:33][CH2:32][C:31]2=[O:36])(=[O:10])=[O:11])[CH:8]=1)#[N:2]. The yield is 0.816.